Dataset: Forward reaction prediction with 1.9M reactions from USPTO patents (1976-2016). Task: Predict the product of the given reaction. (1) Given the reactants [NH2:1][C@@:2]([C:6]1[CH:11]=[C:10]([Br:12])[CH:9]=[CH:8][C:7]=1[F:13])([CH3:5])[CH2:3][OH:4].[Cl:14][CH2:15][C:16](Cl)=[O:17], predict the reaction product. The product is: [Br:12][C:10]1[CH:9]=[CH:8][C:7]([F:13])=[C:6]([C@:2]([NH:1][C:16](=[O:17])[CH2:15][Cl:14])([CH3:5])[CH2:3][OH:4])[CH:11]=1. (2) Given the reactants [OH-].[Na+].[CH2:3]([O:10][C:11]1[CH:20]=[CH:19][C:18]([C:21]2[O:25][CH:24]=[N:23][CH:22]=2)=[CH:17][C:12]=1[C:13]([O:15]C)=[O:14])[C:4]1[CH:9]=[CH:8][CH:7]=[CH:6][CH:5]=1, predict the reaction product. The product is: [CH2:3]([O:10][C:11]1[CH:20]=[CH:19][C:18]([C:21]2[O:25][CH:24]=[N:23][CH:22]=2)=[CH:17][C:12]=1[C:13]([OH:15])=[O:14])[C:4]1[CH:5]=[CH:6][CH:7]=[CH:8][CH:9]=1.